Dataset: Reaction yield outcomes from USPTO patents with 853,638 reactions. Task: Predict the reaction yield, written as a fraction of the theoretical maximum amount of product (1.0 means a 100% yield; for example, 0.34 means a 34% yield). (1) The product is [ClH:1].[CH3:24][C:21]1[N:20]=[C:19]([CH2:18][NH:8][C@@H:9]2[CH2:11][C@H:10]2[C:12]2[CH:17]=[CH:16][CH:15]=[CH:14][CH:13]=2)[O:23][N:22]=1. The catalyst is CCOCC. The yield is 0.128. The reactants are [ClH:1].C(OC(=O)[N:8]([CH2:18][C:19]1[O:23][N:22]=[C:21]([CH3:24])[N:20]=1)[C@H:9]1[CH2:11][C@H:10]1[C:12]1[CH:17]=[CH:16][CH:15]=[CH:14][CH:13]=1)(C)(C)C. (2) The reactants are Cl.[F:2][C:3]([F:28])([F:27])[C:4]1[CH:5]=[CH:6][C:7]([O:10][C:11]2[CH:12]=[C:13]([CH:17]3[CH2:21][C:20]4([CH2:26][CH2:25][NH:24][CH2:23][CH2:22]4)[O:19][CH2:18]3)[CH:14]=[CH:15][CH:16]=2)=[N:8][CH:9]=1.[N:29]1[CH:34]=[CH:33][CH:32]=[C:31]([NH:35][C:36](=O)[O:37]C2C=CC=CC=2)[N:30]=1.CCN(C(C)C)C(C)C. The catalyst is C(#N)C.O. The product is [N:29]1[CH:34]=[CH:33][CH:32]=[C:31]([NH:35][C:36]([N:24]2[CH2:23][CH2:22][C:20]3([O:19][CH2:18][CH:17]([C:13]4[CH:14]=[CH:15][CH:16]=[C:11]([O:10][C:7]5[CH:6]=[CH:5][C:4]([C:3]([F:2])([F:27])[F:28])=[CH:9][N:8]=5)[CH:12]=4)[CH2:21]3)[CH2:26][CH2:25]2)=[O:37])[N:30]=1. The yield is 0.680. (3) The reactants are [CH3:1][C:2]1[C:6]([C:7]([NH2:9])=[O:8])=[C:5]([NH:10][C:11](=O)[CH2:12][CH:13]([CH3:15])[CH3:14])[S:4][N:3]=1.Cl. The catalyst is N. The product is [CH2:12]([C:11]1[NH:9][C:7](=[O:8])[C:6]2[C:2]([CH3:1])=[N:3][S:4][C:5]=2[N:10]=1)[CH:13]([CH3:15])[CH3:14]. The yield is 0.260. (4) The reactants are [Cl:1][C:2]1[N:3]=[C:4]([N:14]2[CH2:19][CH2:18][O:17][CH2:16][CH2:15]2)[C:5]2[S:10][C:9]([CH2:11][NH:12][CH3:13])=[CH:8][C:6]=2[N:7]=1.[CH3:20][N:21]1[CH:25]=[C:24]([CH:26]=O)[N:23]=[CH:22]1. No catalyst specified. The product is [Cl:1][C:2]1[N:3]=[C:4]([N:14]2[CH2:19][CH2:18][O:17][CH2:16][CH2:15]2)[C:5]2[S:10][C:9]([CH2:11][N:12]([CH3:13])[CH2:26][C:24]3[N:23]=[CH:22][N:21]([CH3:20])[CH:25]=3)=[CH:8][C:6]=2[N:7]=1. The yield is 0.930. (5) The reactants are [CH:1]([C:3]1[CH:4]=[C:5]([CH:11]=[CH:12][C:13]=1[OH:14])[C:6]([O:8][CH2:9][CH3:10])=[O:7])=O.Br[CH2:16][C:17](=[O:19])[CH3:18].C(=O)([O-])[O-].[K+].[K+].O. The catalyst is C(#N)C. The product is [C:17]([C:18]1[O:14][C:13]2[CH:12]=[CH:11][C:5]([C:6]([O:8][CH2:9][CH3:10])=[O:7])=[CH:4][C:3]=2[CH:1]=1)(=[O:19])[CH3:16]. The yield is 0.670. (6) The catalyst is C(Cl)Cl. The reactants are COC1C=CC([O:9][C:10](=O)[NH:11][C:12]2[CH:17]=[CH:16][C:15]([C:18]3[N:19]([CH:34]4[CH2:37][CH2:36][CH2:35]4)[C:20]4[C:25]([C:26]=3[C:27]#[N:28])=[CH:24][CH:23]=[C:22]([O:29][CH2:30][CH2:31][O:32][CH3:33])[CH:21]=4)=[CH:14][CH:13]=2)=CC=1.[CH3:39][CH:40]1[CH2:45][CH2:44][NH:43][CH2:42][CH2:41]1. The product is [C:27]([C:26]1[C:25]2[C:20](=[CH:21][C:22]([O:29][CH2:30][CH2:31][O:32][CH3:33])=[CH:23][CH:24]=2)[N:19]([CH:34]2[CH2:35][CH2:36][CH2:37]2)[C:18]=1[C:15]1[CH:16]=[CH:17][C:12]([NH:11][C:10]([N:43]2[CH2:44][CH2:45][CH:40]([CH3:39])[CH2:41][CH2:42]2)=[O:9])=[CH:13][CH:14]=1)#[N:28]. The yield is 0.680. (7) The reactants are N#N.[CH3:3][CH2:4][Mg+].[Br-].[CH2:7]([O:14][C:15]([N:17]1[CH:22]=[CH:21][C:20](=[O:23])[CH2:19][CH:18]1[CH2:24][C:25]1[CH:30]=[CH:29][CH:28]=[CH:27][CH:26]=1)=[O:16])[C:8]1[CH:13]=[CH:12][CH:11]=[CH:10][CH:9]=1. The catalyst is [Cu]I.O1CCCC1. The product is [CH2:7]([O:14][C:15]([N:17]1[CH:22]([CH2:3][CH3:4])[CH2:21][C:20](=[O:23])[CH2:19][CH:18]1[CH2:24][C:25]1[CH:30]=[CH:29][CH:28]=[CH:27][CH:26]=1)=[O:16])[C:8]1[CH:9]=[CH:10][CH:11]=[CH:12][CH:13]=1. The yield is 0.320. (8) The reactants are [OH:1][C@H:2]1[CH2:6][CH2:5][N:4]([C:7]([O:9][C:10]([CH3:13])([CH3:12])[CH3:11])=[O:8])[CH2:3]1.C(N(CC)CC)C.[CH3:21][S:22](Cl)(=[O:24])=[O:23].O. The catalyst is C(Cl)Cl. The product is [CH3:21][S:22]([O:1][C@H:2]1[CH2:6][CH2:5][N:4]([C:7]([O:9][C:10]([CH3:13])([CH3:12])[CH3:11])=[O:8])[CH2:3]1)(=[O:24])=[O:23]. The yield is 0.700. (9) The reactants are C[O:2][C:3]1[CH:8]=[CH:7][C:6]([CH:9]=[CH:10][C:11]2[N:16]=[C:15]([NH2:17])[CH:14]=[CH:13][CH:12]=2)=[CH:5][CH:4]=1.B(Br)(Br)Br. The catalyst is C(Cl)Cl. The product is [NH2:17][C:15]1[N:16]=[C:11]([CH:10]=[CH:9][C:6]2[CH:5]=[CH:4][C:3]([OH:2])=[CH:8][CH:7]=2)[CH:12]=[CH:13][CH:14]=1. The yield is 0.250.